From a dataset of Reaction yield outcomes from USPTO patents with 853,638 reactions. Predict the reaction yield, written as a fraction of the theoretical maximum amount of product (1.0 means a 100% yield; for example, 0.34 means a 34% yield). (1) The reactants are C([N+](CCCC)(CCCC)CCCC)CCC.[P:18]([O:22][CH2:23][C@@H:24]1[C@@H:28]([O:29][P:30]([O:33][CH2:34][C@@H:35]2[C@@H:39]([OH:40])[C@@H:38]([OH:41])[C@H:37]([N:42]3[CH:50]=[N:49][C:48]4[C:43]3=[N:44][CH:45]=[N:46][C:47]=4[NH2:51])[O:36]2)([OH:32])=[O:31])[CH2:27][C@H:26]([N:52]2[CH:57]=[CH:56][C:55]([NH2:58])=[N:54][C:53]2=[O:59])[O:25]1)([OH:21])([OH:20])=[O:19].[C:60]([O:64][C:65]([NH:67][C@H:68]([C:83](OCC#N)=[O:84])[CH2:69][CH2:70][C@@H:71]1[S:75][CH2:74][N:73]([C:76]([O:78][C:79]([CH3:82])([CH3:81])[CH3:80])=[O:77])[CH2:72]1)=[O:66])([CH3:63])([CH3:62])[CH3:61]. The catalyst is C(#N)C. The product is [NH2:58][C:55]1[CH:56]=[CH:57][N:52]([C@@H:26]2[O:25][C@H:24]([CH2:23][O:22][P:18]([OH:21])([OH:20])=[O:19])[C@@H:28]([O:29][P:30]([O:33][CH2:34][C@@H:35]3[C@@H:39]([O:40][C:83](=[O:84])[C@@H:68]([NH:67][C:65]([O:64][C:60]([CH3:63])([CH3:62])[CH3:61])=[O:66])[CH2:69][CH2:70][C@@H:71]4[S:75][CH2:74][N:73]([C:76]([O:78][C:79]([CH3:82])([CH3:81])[CH3:80])=[O:77])[CH2:72]4)[C@@H:38]([OH:41])[C@H:37]([N:42]4[CH:50]=[N:49][C:48]5[C:43]4=[N:44][CH:45]=[N:46][C:47]=5[NH2:51])[O:36]3)([OH:32])=[O:31])[CH2:27]2)[C:53](=[O:59])[N:54]=1. The yield is 0.250. (2) The reactants are [NH:1]1[C:5]2=[N:6][CH:7]=[CH:8][CH:9]=[C:4]2[C:3](/[CH:10]=[C:11]2\[O:12][C:13]3[C:20]([CH2:21][CH2:22][CH:23]4[CH2:28][CH2:27][N:26](C(OC(C)(C)C)=O)[CH2:25][CH2:24]4)=[C:19]([O:36][CH3:37])[CH:18]=[CH:17][C:14]=3[C:15]\2=[O:16])=[N:2]1.Cl. The yield is 0.770. The catalyst is C(Cl)Cl.O1CCOCC1. The product is [NH:1]1[C:5]2=[N:6][CH:7]=[CH:8][CH:9]=[C:4]2[C:3](/[CH:10]=[C:11]2\[O:12][C:13]3[C:20]([CH2:21][CH2:22][CH:23]4[CH2:28][CH2:27][NH:26][CH2:25][CH2:24]4)=[C:19]([O:36][CH3:37])[CH:18]=[CH:17][C:14]=3[C:15]\2=[O:16])=[N:2]1. (3) The reactants are [F:1][C:2]1[CH:3]=[CH:4][CH:5]=[C:6]2[C:11]=1[N:10]=[C:9]([C:12]([O:14][CH2:15][CH3:16])=[O:13])[N:8]=[C:7]2O.O=P(Cl)(Cl)[Cl:20]. No catalyst specified. The product is [Cl:20][C:7]1[C:6]2[C:11](=[C:2]([F:1])[CH:3]=[CH:4][CH:5]=2)[N:10]=[C:9]([C:12]([O:14][CH2:15][CH3:16])=[O:13])[N:8]=1. The yield is 0.650. (4) The reactants are Cl.[F:2][C:3]1[CH:4]=[C:5]([CH:10]2[N:15]([C:16]([O:18][C:19]3[CH:24]=[CH:23][C:22]([N+:25]([O-:27])=[O:26])=[CH:21][CH:20]=3)=[O:17])[C:14]([O:28]C)=[N:13][C:12]([CH3:30])=[C:11]2[C:31]([O:33][CH3:34])=[O:32])[CH:6]=[CH:7][C:8]=1[F:9]. The catalyst is C1COCC1. The product is [F:2][C:3]1[CH:4]=[C:5]([CH:10]2[N:15]([C:16]([O:18][C:19]3[CH:20]=[CH:21][C:22]([N+:25]([O-:27])=[O:26])=[CH:23][CH:24]=3)=[O:17])[C:14](=[O:28])[NH:13][C:12]([CH3:30])=[C:11]2[C:31]([O:33][CH3:34])=[O:32])[CH:6]=[CH:7][C:8]=1[F:9]. The yield is 1.00. (5) The reactants are [OH:1][C:2]1[C:7]([CH3:8])=[C:6]([CH3:9])[C:5]([C:10]2[CH:15]=[CH:14][CH:13]=[C:12]([CH:16]=[O:17])[CH:11]=2)=[C:4]([CH3:18])[C:3]=1[CH3:19].CO.[BH4-].[Na+].Cl. The catalyst is O1CCCC1. The product is [OH:17][CH2:16][C:12]1[CH:11]=[C:10]([C:5]2[C:4]([CH3:18])=[C:3]([CH3:19])[C:2]([OH:1])=[C:7]([CH3:8])[C:6]=2[CH3:9])[CH:15]=[CH:14][CH:13]=1. The yield is 0.930. (6) The reactants are [CH2:1]1[O:6][C:4](=[O:5])[NH:3][CH:2]1[CH2:7][C:8]1[CH:13]=[CH:12][CH:11]=[CH:10][CH:9]=1.[Li]CCCC.[Br:19][CH2:20][C:21](Br)=[O:22].CCOC(C)=O.CCCCCC. The catalyst is C1COCC1.C(OCC)(=O)C. The product is [CH2:7]([C@H:2]1[CH2:1][O:6][C:4](=[O:5])[N:3]1[C:21](=[O:22])[CH2:20][Br:19])[C:8]1[CH:9]=[CH:10][CH:11]=[CH:12][CH:13]=1. The yield is 0.986. (7) The product is [C:23]([C:14]1([NH:1][C:2]2[CH:3]=[CH:4][C:5]([CH2:8][CH2:9][CH2:10][C:11]([OH:13])=[O:12])=[CH:6][CH:7]=2)[CH2:17][CH2:16][CH2:15]1)#[N:24]. The reactants are [NH2:1][C:2]1[CH:7]=[CH:6][C:5]([CH2:8][CH2:9][CH2:10][C:11]([OH:13])=[O:12])=[CH:4][CH:3]=1.[C:14]1(=O)[CH2:17][CH2:16][CH2:15]1.[Si]([C:23]#[N:24])(C)(C)C. The yield is 0.740. The catalyst is C(OCC)(=O)C.